Dataset: NCI-60 drug combinations with 297,098 pairs across 59 cell lines. Task: Regression. Given two drug SMILES strings and cell line genomic features, predict the synergy score measuring deviation from expected non-interaction effect. (1) Drug 1: CC1=C(C(CCC1)(C)C)C=CC(=CC=CC(=CC(=O)O)C)C. Drug 2: CC1CCCC2(C(O2)CC(NC(=O)CC(C(C(=O)C(C1O)C)(C)C)O)C(=CC3=CSC(=N3)C)C)C. Cell line: PC-3. Synergy scores: CSS=59.3, Synergy_ZIP=7.36, Synergy_Bliss=5.87, Synergy_Loewe=-21.0, Synergy_HSA=3.95. (2) Drug 1: C(CC(=O)O)C(=O)CN.Cl. Drug 2: C1CNP(=O)(OC1)N(CCCl)CCCl. Cell line: MOLT-4. Synergy scores: CSS=26.0, Synergy_ZIP=1.04, Synergy_Bliss=-0.613, Synergy_Loewe=-2.31, Synergy_HSA=-2.09. (3) Drug 1: CC1OCC2C(O1)C(C(C(O2)OC3C4COC(=O)C4C(C5=CC6=C(C=C35)OCO6)C7=CC(=C(C(=C7)OC)O)OC)O)O. Drug 2: COC1=CC(=CC(=C1O)OC)C2C3C(COC3=O)C(C4=CC5=C(C=C24)OCO5)OC6C(C(C7C(O6)COC(O7)C8=CC=CS8)O)O. Cell line: CCRF-CEM. Synergy scores: CSS=71.2, Synergy_ZIP=-2.54, Synergy_Bliss=-2.85, Synergy_Loewe=-1.91, Synergy_HSA=1.44. (4) Drug 1: COC1=C(C=C2C(=C1)N=CN=C2NC3=CC(=C(C=C3)F)Cl)OCCCN4CCOCC4. Drug 2: CC1C(C(=O)NC(C(=O)N2CCCC2C(=O)N(CC(=O)N(C(C(=O)O1)C(C)C)C)C)C(C)C)NC(=O)C3=C4C(=C(C=C3)C)OC5=C(C(=O)C(=C(C5=N4)C(=O)NC6C(OC(=O)C(N(C(=O)CN(C(=O)C7CCCN7C(=O)C(NC6=O)C(C)C)C)C)C(C)C)C)N)C. Cell line: T-47D. Synergy scores: CSS=29.8, Synergy_ZIP=10.4, Synergy_Bliss=14.9, Synergy_Loewe=15.2, Synergy_HSA=15.0.